This data is from Forward reaction prediction with 1.9M reactions from USPTO patents (1976-2016). The task is: Predict the product of the given reaction. The product is: [N+:11]([C:3]1[CH:4]=[C:5]([C:6]2[S:8][CH:15]=[CH:16][N:7]=2)[CH:9]=[CH:10][C:2]=1[NH2:1])([O-:13])=[O:12]. Given the reactants [NH2:1][C:2]1[CH:10]=[CH:9][C:5]([C:6](=[S:8])[NH2:7])=[CH:4][C:3]=1[N+:11]([O-:13])=[O:12].Cl[CH2:15][CH:16]=O, predict the reaction product.